This data is from CYP2C19 inhibition data for predicting drug metabolism from PubChem BioAssay. The task is: Regression/Classification. Given a drug SMILES string, predict its absorption, distribution, metabolism, or excretion properties. Task type varies by dataset: regression for continuous measurements (e.g., permeability, clearance, half-life) or binary classification for categorical outcomes (e.g., BBB penetration, CYP inhibition). Dataset: cyp2c19_veith. (1) The drug is CC(C)[C@]1(Cl)CC[C@@H]2[C@]3(C)CCC[C@@](C)(C(=O)O)[C@H]3C[C@H](Cl)[C@@]2(Cl)[C@H]1Cl. The result is 0 (non-inhibitor). (2) The molecule is COC(=O)[C@@]1(Cc2ccccc2)[C@H]2c3cc(C(=O)N(C)C)n(CCSCCO)c3C[C@H]2CN1C(=O)c1ccccc1. The result is 1 (inhibitor).